Dataset: Catalyst prediction with 721,799 reactions and 888 catalyst types from USPTO. Task: Predict which catalyst facilitates the given reaction. (1) Reactant: CC(C)([O-])C.[K+].[Br-].[F:8][CH2:9][CH2:10][CH2:11][CH2:12][P+](C1C=CC=CC=1)(C1C=CC=CC=1)C1C=CC=CC=1.O=[C:33]1[CH2:38][CH2:37][CH:36]([NH:39][C:40](=[O:46])[O:41][C:42]([CH3:45])([CH3:44])[CH3:43])[CH2:35][CH2:34]1.[Cl-].[NH4+]. Product: [F:8][CH2:9][CH2:10][CH2:11][CH:12]=[C:33]1[CH2:38][CH2:37][CH:36]([NH:39][C:40](=[O:46])[O:41][C:42]([CH3:45])([CH3:44])[CH3:43])[CH2:35][CH2:34]1. The catalyst class is: 7. (2) The catalyst class is: 26. Product: [Br:12][C:10]1[CH:11]=[C:2]([NH:1][CH:17]2[CH2:18][CH2:19][O:14][CH2:15][CH2:16]2)[C:3]([CH3:13])=[C:4]([CH:9]=1)[C:5]([O:7][CH3:8])=[O:6]. Reactant: [NH2:1][C:2]1[C:3]([CH3:13])=[C:4]([CH:9]=[C:10]([Br:12])[CH:11]=1)[C:5]([O:7][CH3:8])=[O:6].[O:14]1[CH2:19][CH2:18][C:17](=O)[CH2:16][CH2:15]1.C(O)(=O)C.C(O[BH-](OC(=O)C)OC(=O)C)(=O)C.[Na+]. (3) Reactant: [Cl:1][C:2]1[N:7]=[C:6]([NH:8][C:9]2[CH:14]=[CH:13][C:12]([CH3:15])=[CH:11][CH:10]=2)[C:5]([N+:16]([O-])=O)=[CH:4][CH:3]=1.O.O.[Sn](Cl)Cl.C([O-])([O-])=O.[K+].[K+]. Product: [NH2:16][C:5]1[C:6]([NH:8][C:9]2[CH:14]=[CH:13][C:12]([CH3:15])=[CH:11][CH:10]=2)=[N:7][C:2]([Cl:1])=[CH:3][CH:4]=1. The catalyst class is: 601. (4) Reactant: [NH2:1][NH2:2].[CH3:3][CH:4]([CH3:16])[CH2:5][C:6](=O)[CH2:7][C:8](=O)[C:9]([O:11][CH2:12][CH3:13])=[O:10].[Na]. Product: [CH3:3][CH:4]([CH3:16])[CH2:5][C:6]1[NH:2][N:1]=[C:8]([C:9]([O:11][CH2:12][CH3:13])=[O:10])[CH:7]=1. The catalyst class is: 15. (5) Reactant: [F:1][C:2]1[CH:3]=[C:4]([OH:25])[C:5]2[CH:6]=[CH:7][N:8]([C:11]3[CH:16]=[CH:15][C:14]([O:17]CC4C=CC=CC=4)=[CH:13][CH:12]=3)[C:9]=2[CH:10]=1. Product: [F:1][C:2]1[CH:3]=[C:4]([OH:25])[C:5]2[CH:6]=[CH:7][N:8]([C:11]3[CH:12]=[CH:13][C:14]([OH:17])=[CH:15][CH:16]=3)[C:9]=2[CH:10]=1. The catalyst class is: 63. (6) Reactant: [CH3:1][O:2][C:3]1[CH:8]=[CH:7][CH:6]=[CH:5][C:4]=1[C:9]1[N:14]=[CH:13][N:12]=[C:11]([NH2:15])[CH:10]=1.C(=O)([O-])[O-].[K+].[K+].Cl[CH2:23][CH2:24][O:25][CH:26]=[O:27].O. The catalyst class is: 131. Product: [CH2:24]([O:25][C:26](=[O:27])[NH:15][C:11]1[CH:10]=[C:9]([C:4]2[CH:5]=[CH:6][CH:7]=[CH:8][C:3]=2[O:2][CH3:1])[N:14]=[CH:13][N:12]=1)[CH3:23]. (7) Reactant: [I:1][C:2]1[C:3]2[C:7]([CH:8]=[CH:9][CH:10]=1)=[N:6][N:5]1[C:11](=[O:28])[CH:12]=[C:13]([CH:15]3[CH2:20][CH2:19][N:18](C(OC(C)(C)C)=O)[CH2:17][CH2:16]3)[NH:14][C:4]=21.[ClH:29]. Product: [ClH:29].[I:1][C:2]1[C:3]2[C:7]([CH:8]=[CH:9][CH:10]=1)=[N:6][N:14]1[C:13]([CH:15]3[CH2:20][CH2:19][NH:18][CH2:17][CH2:16]3)=[CH:12][C:11](=[O:28])[NH:5][C:4]=21. The catalyst class is: 71.